Task: Regression. Given two drug SMILES strings and cell line genomic features, predict the synergy score measuring deviation from expected non-interaction effect.. Dataset: NCI-60 drug combinations with 297,098 pairs across 59 cell lines (1) Drug 1: CC1CCCC2(C(O2)CC(NC(=O)CC(C(C(=O)C(C1O)C)(C)C)O)C(=CC3=CSC(=N3)C)C)C. Drug 2: B(C(CC(C)C)NC(=O)C(CC1=CC=CC=C1)NC(=O)C2=NC=CN=C2)(O)O. Cell line: A549. Synergy scores: CSS=62.5, Synergy_ZIP=11.9, Synergy_Bliss=11.6, Synergy_Loewe=-2.95, Synergy_HSA=11.4. (2) Drug 1: C#CCC(CC1=CN=C2C(=N1)C(=NC(=N2)N)N)C3=CC=C(C=C3)C(=O)NC(CCC(=O)O)C(=O)O. Drug 2: CC(C)CN1C=NC2=C1C3=CC=CC=C3N=C2N. Cell line: HL-60(TB). Synergy scores: CSS=8.93, Synergy_ZIP=-3.68, Synergy_Bliss=-2.93, Synergy_Loewe=8.12, Synergy_HSA=-4.44. (3) Drug 1: C1CCC(C(C1)N)N.C(=O)(C(=O)[O-])[O-].[Pt+4]. Drug 2: C1C(C(OC1N2C=NC(=NC2=O)N)CO)O. Cell line: RXF 393. Synergy scores: CSS=6.43, Synergy_ZIP=-5.63, Synergy_Bliss=-4.56, Synergy_Loewe=0.515, Synergy_HSA=0.570. (4) Drug 1: CC1=C(C(=CC=C1)Cl)NC(=O)C2=CN=C(S2)NC3=CC(=NC(=N3)C)N4CCN(CC4)CCO. Drug 2: CC(C)NC(=O)C1=CC=C(C=C1)CNNC.Cl. Cell line: MALME-3M. Synergy scores: CSS=3.66, Synergy_ZIP=4.61, Synergy_Bliss=1.75, Synergy_Loewe=-0.194, Synergy_HSA=0.365. (5) Drug 1: CC1=C2C(C(=O)C3(C(CC4C(C3C(C(C2(C)C)(CC1OC(=O)C(C(C5=CC=CC=C5)NC(=O)OC(C)(C)C)O)O)OC(=O)C6=CC=CC=C6)(CO4)OC(=O)C)O)C)O. Drug 2: C1CN(P(=O)(OC1)NCCCl)CCCl. Cell line: T-47D. Synergy scores: CSS=-0.408, Synergy_ZIP=-1.08, Synergy_Bliss=-2.42, Synergy_Loewe=-4.44, Synergy_HSA=-2.65. (6) Drug 1: CN1C2=C(C=C(C=C2)N(CCCl)CCCl)N=C1CCCC(=O)O.Cl. Drug 2: C1CCC(C(C1)N)N.C(=O)(C(=O)[O-])[O-].[Pt+4]. Cell line: SW-620. Synergy scores: CSS=32.3, Synergy_ZIP=-1.33, Synergy_Bliss=-0.735, Synergy_Loewe=-8.22, Synergy_HSA=1.75. (7) Drug 1: C1=CC(=CC=C1CCCC(=O)O)N(CCCl)CCCl. Drug 2: C1C(C(OC1N2C=NC3=C(N=C(N=C32)Cl)N)CO)O. Cell line: UACC62. Synergy scores: CSS=4.64, Synergy_ZIP=-11.0, Synergy_Bliss=-13.3, Synergy_Loewe=-11.6, Synergy_HSA=-11.5.